From a dataset of Forward reaction prediction with 1.9M reactions from USPTO patents (1976-2016). Predict the product of the given reaction. (1) The product is: [CH2:23]([C:19]1[CH:20]=[C:21]([CH3:22])[C:16]([N:13]2[CH2:14][CH2:15][N:10]([C:8]([C:5]3[CH:6]=[CH:7][C:2]([N:29]4[C:30]([CH3:34])([CH3:33])[C:31](=[O:32])[N:27]([CH3:26])[C:28]4=[O:35])=[CH:3][C:4]=3[F:25])=[O:9])[CH2:11][CH2:12]2)=[N:17][CH:18]=1)[CH3:24]. Given the reactants Br[C:2]1[CH:7]=[CH:6][C:5]([C:8]([N:10]2[CH2:15][CH2:14][N:13]([C:16]3[C:21]([CH3:22])=[CH:20][C:19]([CH2:23][CH3:24])=[CH:18][N:17]=3)[CH2:12][CH2:11]2)=[O:9])=[C:4]([F:25])[CH:3]=1.[CH3:26][N:27]1[C:31](=[O:32])[C:30]([CH3:34])([CH3:33])[NH:29][C:28]1=[O:35], predict the reaction product. (2) Given the reactants [CH3:1][O:2][CH2:3][C:4](=[C:12]1[CH2:16][CH2:15][N:14]([C:17]([O:19][CH2:20][C:21]2[CH:26]=[CH:25][CH:24]=[CH:23][CH:22]=2)=[O:18])[C:13]1=O)[NH:5][C:6]1[CH:11]=[CH:10][CH:9]=[CH:8][CH:7]=1.COCC(C1CCN(C(OCC2C=CC=CC=2)=O)C1=O)NC1C=CC=CC=1, predict the reaction product. The product is: [CH3:1][O:2][CH2:3][C@H:4]1[C@H:12]2[CH2:16][CH2:15][N:14]([C:17]([O:19][CH2:20][C:21]3[CH:26]=[CH:25][CH:24]=[CH:23][CH:22]=3)=[O:18])[C@H:13]2[C:7]2[CH:8]=[CH:9][CH:10]=[CH:11][C:6]=2[NH:5]1. (3) Given the reactants [NH2:1][CH2:2][C:3]1[N:7]([CH3:8])[N:6]=[CH:5][C:4]=1[Cl:9].C(N(CC)CC)C.[C:17]1([S:27](Cl)(=[O:29])=[O:28])[C:26]2[C:21](=[CH:22][CH:23]=[CH:24][CH:25]=2)[CH:20]=[CH:19][CH:18]=1.C(=O)([O-])O.[Na+], predict the reaction product. The product is: [Cl:9][C:4]1[CH:5]=[N:6][N:7]([CH3:8])[C:3]=1[CH2:2][NH:1][S:27]([C:17]1[C:26]2[C:21](=[CH:22][CH:23]=[CH:24][CH:25]=2)[CH:20]=[CH:19][CH:18]=1)(=[O:29])=[O:28]. (4) Given the reactants [F:1][C:2]([F:13])([F:12])[O:3][C:4]1[CH:11]=[CH:10][C:7]([CH:8]=O)=[CH:6][CH:5]=1.[NH2:14][C:15]1[N:16]=[N:17][C:18]([Cl:21])=[CH:19][CH:20]=1.C([O:24][C:25](=O)[C:26]([OH:39])=[CH:27][C:28]([C:30]1[CH:35]=[CH:34][C:33]([CH:36]([CH3:38])[CH3:37])=[CH:32][CH:31]=1)=[O:29])C, predict the reaction product. The product is: [Cl:21][C:18]1[N:17]=[N:16][C:15]([N:14]2[CH:8]([C:7]3[CH:10]=[CH:11][C:4]([O:3][C:2]([F:13])([F:12])[F:1])=[CH:5][CH:6]=3)[C:27]([C:28](=[O:29])[C:30]3[CH:35]=[CH:34][C:33]([CH:36]([CH3:37])[CH3:38])=[CH:32][CH:31]=3)=[C:26]([OH:39])[C:25]2=[O:24])=[CH:20][CH:19]=1. (5) The product is: [CH3:34][N:23]([CH2:22][C@@H:21]([NH:35][C:36](=[O:42])[O:37][C:38]([CH3:40])([CH3:39])[CH3:41])[CH2:20][CH:17]1[CH2:18][CH2:19][C:14](=[O:13])[CH2:15][CH2:16]1)[C:24]([O:26][CH2:27][C:28]1[CH:33]=[CH:32][CH:31]=[CH:30][CH:29]=1)=[O:25]. Given the reactants CS(C)=O.N#N.C(Cl)(=O)C(Cl)=O.[OH:13][CH:14]1[CH2:19][CH2:18][CH:17]([CH2:20][C@H:21]([NH:35][C:36](=[O:42])[O:37][C:38]([CH3:41])([CH3:40])[CH3:39])[CH2:22][N:23]([CH3:34])[C:24]([O:26][CH2:27][C:28]2[CH:33]=[CH:32][CH:31]=[CH:30][CH:29]=2)=[O:25])[CH2:16][CH2:15]1, predict the reaction product. (6) The product is: [CH2:23]([O:25][C:26]1[CH:37]=[CH:36][C:29]([CH2:30][CH2:31][NH:32][CH2:33][CH2:34][NH:35][C:2]2[C:3]3[C:11]([CH3:12])=[C:10]([CH3:13])[N:9]([C:14]4[C:19]([CH3:20])=[CH:18][C:17]([CH3:21])=[CH:16][C:15]=4[CH3:22])[C:4]=3[N:5]=[C:6]([CH3:8])[N:7]=2)=[CH:28][C:27]=1[O:38][CH3:39])[CH3:24]. Given the reactants Cl[C:2]1[C:3]2[C:11]([CH3:12])=[C:10]([CH3:13])[N:9]([C:14]3[C:19]([CH3:20])=[CH:18][C:17]([CH3:21])=[CH:16][C:15]=3[CH3:22])[C:4]=2[N:5]=[C:6]([CH3:8])[N:7]=1.[CH2:23]([O:25][C:26]1[CH:37]=[CH:36][C:29]([CH2:30][CH2:31][NH:32][CH2:33][CH2:34][NH2:35])=[CH:28][C:27]=1[O:38][CH3:39])[CH3:24].O, predict the reaction product.